From a dataset of Forward reaction prediction with 1.9M reactions from USPTO patents (1976-2016). Predict the product of the given reaction. (1) Given the reactants [Cl-].O[NH3+:3].[C:4](=[O:7])([O-])[OH:5].[Na+].CS(C)=O.[F:13][C:14]1[CH:48]=[CH:47][C:17]([CH2:18][N:19]2[C:24](=[O:25])[C:23]([CH2:26][C:27]3[CH:32]=[CH:31][C:30]([C:33]4[C:34]([C:39]#[N:40])=[CH:35][CH:36]=[CH:37][CH:38]=4)=[CH:29][CH:28]=3)=[C:22]([CH2:41][CH2:42][CH3:43])[N:21]3[N:44]=[CH:45][N:46]=[C:20]23)=[CH:16][CH:15]=1, predict the reaction product. The product is: [F:13][C:14]1[CH:48]=[CH:47][C:17]([CH2:18][N:19]2[C:24](=[O:25])[C:23]([CH2:26][C:27]3[CH:28]=[CH:29][C:30]([C:33]4[CH:38]=[CH:37][CH:36]=[CH:35][C:34]=4[C:39]4[NH:3][C:4](=[O:7])[O:5][N:40]=4)=[CH:31][CH:32]=3)=[C:22]([CH2:41][CH2:42][CH3:43])[N:21]3[N:44]=[CH:45][N:46]=[C:20]23)=[CH:16][CH:15]=1. (2) Given the reactants C1(C)C=CC=CC=1P(C1C=CC=CC=1C)C1C=CC=CC=1C.C(N(CC)CC)C.Br[C:31]1[CH:40]=[C:39]2[C:34]([C:35]3[N:43]4[C@@H:44]([CH3:48])[CH2:45][O:46][CH2:47][C:42]4=[N:41][C:36]=3[CH:37]=[N:38]2)=[CH:33][CH:32]=1.[CH:49]([S:51]([CH3:54])(=[O:53])=[O:52])=[CH2:50].C([O-])([O-])=O.[K+].[K+], predict the reaction product. The product is: [CH3:48][C@@H:44]1[N:43]2[C:35]3[C:34]4[C:39](=[CH:40][C:31](/[CH:50]=[CH:49]/[S:51]([CH3:54])(=[O:53])=[O:52])=[CH:32][CH:33]=4)[N:38]=[CH:37][C:36]=3[N:41]=[C:42]2[CH2:47][O:46][CH2:45]1. (3) Given the reactants [NH2:1][C:2]1[C:3]2[C:10]([CH3:11])=[CH:9][N:8]([C@@H:12]3[O:16][C@@:15]([CH2:19][OH:20])([C:17]#[CH:18])[C@@H:14]([O:21][Si](C(C)(C)C)(C)C)[CH2:13]3)[C:4]=2[N:5]=[CH:6][N:7]=1.O.C(=O)(O)[O-].[NH4+].C(#N)C, predict the reaction product. The product is: [NH2:1][C:2]1[C:3]2[C:10]([CH3:11])=[CH:9][N:8]([C@@H:12]3[O:16][C@:15]([C:17]#[CH:18])([CH2:19][OH:20])[C@@H:14]([OH:21])[CH2:13]3)[C:4]=2[N:5]=[CH:6][N:7]=1. (4) Given the reactants [NH2:1][CH:2]1[CH2:7][CH2:6][CH2:5][CH2:4][CH:3]1[OH:8].[CH2:9]([O:11][C:12](Cl)=[O:13])[CH3:10].C([O-])([O-])=O.[K+].[K+], predict the reaction product. The product is: [CH2:9]([O:11][C:12](=[O:13])[NH:1][CH:2]1[CH2:7][CH2:6][CH2:5][CH2:4][CH:3]1[OH:8])[CH3:10]. (5) Given the reactants Br[C:2]1[N:3]=[C:4]([CH2:8][CH2:9][C:10]2[N:21]=[C:13]3[C:14]([O:19][CH3:20])=[CH:15][CH:16]=[C:17]([CH3:18])[N:12]3[N:11]=2)[N:5]([CH3:7])[CH:6]=1.[O:22]1[CH:26]=[CH:25][C:24](B(O)O)=[CH:23]1.COCCOC.C(=O)([O-])[O-].[Na+].[Na+], predict the reaction product. The product is: [O:22]1[CH:26]=[CH:25][C:24]([C:2]2[N:3]=[C:4]([CH2:8][CH2:9][C:10]3[N:21]=[C:13]4[C:14]([O:19][CH3:20])=[CH:15][CH:16]=[C:17]([CH3:18])[N:12]4[N:11]=3)[N:5]([CH3:7])[CH:6]=2)=[CH:23]1. (6) The product is: [Br:1][CH:2]=[CH:14][C:15]1[CH:17]=[CH:13][CH:12]=[CH:10][CH:16]=1.[CH:34]([CH:33]=[CH2:32])=[O:35].[C:14]([O-:19])(=[O:18])[C:15]([CH3:17])=[CH2:16]. Given the reactants [Br:1][C:2]1C=CC(C=C)=CC=1.[CH:10]([CH:12]=[CH2:13])=O.[C:14]([O-:19])(=[O:18])[C:15]([CH3:17])=[CH2:16].CC(N=NC(C#N)(C)C)(C#N)C.[CH3:32][CH:33](OC(C)=O)[CH2:34][O:35]C, predict the reaction product. (7) Given the reactants [Cl:1][C:2]1[CH:3]=[CH:4][C:5]([O:16][CH2:17][C:18]2[CH:23]=CC=C[CH:19]=2)=[C:6]([CH2:8][C:9]2[O:13][C:12]([C:14]#[N:15])=[CH:11][CH:10]=2)[CH:7]=1.ClC1C=CC(OCC(C)C)=C(CC2OC(C(N)=O)=CC=2)C=1, predict the reaction product. The product is: [Cl:1][C:2]1[CH:3]=[CH:4][C:5]([O:16][CH2:17][CH:18]([CH3:23])[CH3:19])=[C:6]([CH2:8][C:9]2[O:13][C:12]([C:14]#[N:15])=[CH:11][CH:10]=2)[CH:7]=1. (8) Given the reactants [CH2:1]([O:8][C:9]1[CH:10]=[C:11]([CH:24]=[CH:25][C:26]=1[O:27][CH2:28][C:29]1[CH:34]=[CH:33][CH:32]=[CH:31][CH:30]=1)[C:12]1[O:13][C:14]2[C:19]([C:20](=[O:23])[C:21]=1[OH:22])=[CH:18][CH:17]=[CH:16][CH:15]=2)[C:2]1[CH:7]=[CH:6][CH:5]=[CH:4][CH:3]=1.CC(C)([O-])C.[K+].Cl[CH2:42][C:43]([O:45][CH2:46][CH3:47])=[O:44].Cl, predict the reaction product. The product is: [CH2:1]([O:8][C:9]1[CH:10]=[C:11]([CH:24]=[CH:25][C:26]=1[O:27][CH2:28][C:29]1[CH:34]=[CH:33][CH:32]=[CH:31][CH:30]=1)[C:12]1[O:13][C:14]2[C:19]([C:20](=[O:23])[C:21]=1[O:22][CH2:42][C:43]([O:45][CH2:46][CH3:47])=[O:44])=[CH:18][CH:17]=[CH:16][CH:15]=2)[C:2]1[CH:3]=[CH:4][CH:5]=[CH:6][CH:7]=1. (9) Given the reactants [CH3:1][CH:2]([CH3:39])[C:3]([O:5][C@H:6]([O:10][C:11]([O:13]N1C(=O)[C@@H](OC(=O)C2C=CC=CC=2)[C@H](OC(=O)C2C=CC=CC=2)C1=O)=O)[CH:7]([CH3:9])[CH3:8])=[O:4].[NH2:40][CH2:41][CH2:42][CH2:43][P:44]([OH:46])[OH:45].C1COCC1, predict the reaction product. The product is: [C:3]([O:5][C@H:6]([O:10][C:11]([NH:40][CH2:41][CH2:42][CH2:43][P:44]([OH:46])[OH:45])=[O:13])[CH:7]([CH3:8])[CH3:9])(=[O:4])[CH:2]([CH3:1])[CH3:39].